Task: Predict which catalyst facilitates the given reaction.. Dataset: Catalyst prediction with 721,799 reactions and 888 catalyst types from USPTO Reactant: [CH:1]1([NH:4][CH:5]2[CH2:10][CH2:9][N:8]([C:11]([O:13][C:14]([CH3:17])([CH3:16])[CH3:15])=[O:12])[CH2:7][CH2:6]2)[CH2:3][CH2:2]1.C(N(CC)CC)C.[C:25](Cl)(=O)[CH2:26][CH3:27].[OH2:30]. Product: [CH:26]1([CH2:2][CH2:3][C:1]([NH:4][CH:5]2[CH2:6][CH2:7][N:8]([C:11]([O:13][C:14]([CH3:15])([CH3:16])[CH3:17])=[O:12])[CH2:9][CH2:10]2)=[O:30])[CH2:27][CH2:25]1. The catalyst class is: 1.